This data is from Reaction yield outcomes from USPTO patents with 853,638 reactions. The task is: Predict the reaction yield, written as a fraction of the theoretical maximum amount of product (1.0 means a 100% yield; for example, 0.34 means a 34% yield). The reactants are [Br:1][C:2]1[C:3]([F:20])=[C:4]([C:9]([CH3:19])=[C:10]([NH:12][CH:13]2[CH2:18][CH2:17][O:16][CH2:15][CH2:14]2)[CH:11]=1)[C:5]([O:7][CH3:8])=[O:6].[CH:21](=O)[CH3:22].C(O)(=O)C.C(O[BH-](OC(=O)C)OC(=O)C)(=O)C.[Na+].C([O-])(O)=O.[Na+]. The catalyst is ClCCCl.O. The product is [Br:1][C:2]1[C:3]([F:20])=[C:4]([C:9]([CH3:19])=[C:10]([N:12]([CH2:21][CH3:22])[CH:13]2[CH2:14][CH2:15][O:16][CH2:17][CH2:18]2)[CH:11]=1)[C:5]([O:7][CH3:8])=[O:6]. The yield is 0.960.